The task is: Predict the reactants needed to synthesize the given product.. This data is from Full USPTO retrosynthesis dataset with 1.9M reactions from patents (1976-2016). (1) The reactants are: [NH2:1][CH2:2][C:3]1([C:16](=[O:25])[NH:17][C:18]2[CH:23]=[CH:22][C:21]([CH3:24])=[CH:20][N:19]=2)[CH2:8][CH2:7][N:6]([C:9]([O:11][C:12]([CH3:15])([CH3:14])[CH3:13])=[O:10])[CH2:5][CH2:4]1.[C:26](=N)([C:33]1[CH:38]=[CH:37][CH:36]=[CH:35][CH:34]=1)[C:27]1[CH:32]=[CH:31][CH:30]=[CH:29][CH:28]=1.C1(C)C=CC(S(O)(=O)=O)=CC=1. Given the product [C:27]1([C:26](=[N:1][CH2:2][C:3]2([C:16](=[O:25])[NH:17][C:18]3[CH:23]=[CH:22][C:21]([CH3:24])=[CH:20][N:19]=3)[CH2:8][CH2:7][N:6]([C:9]([O:11][C:12]([CH3:14])([CH3:13])[CH3:15])=[O:10])[CH2:5][CH2:4]2)[C:33]2[CH:34]=[CH:35][CH:36]=[CH:37][CH:38]=2)[CH:32]=[CH:31][CH:30]=[CH:29][CH:28]=1, predict the reactants needed to synthesize it. (2) Given the product [F:50][C:51]1[C:56]([C:57]([F:60])([F:59])[F:58])=[CH:55][CH:54]=[CH:53][C:52]=1[C:30]1[CH:31]=[C:32]([CH3:49])[C:33]([C:36]([N:38]2[CH2:39][CH2:40][CH:41]([N:44]3[CH2:48][CH2:47][CH2:46][CH2:45]3)[CH2:42][CH2:43]2)=[O:37])=[N:34][CH:35]=1, predict the reactants needed to synthesize it. The reactants are: COC(C1C(C)=CC(C2C=CC=C(C(F)(F)F)C=2)=CN=1)=O.ClC1C=C([C:30]2[CH:31]=[C:32]([CH3:49])[C:33]([C:36]([N:38]3[CH2:43][CH2:42][CH:41]([N:44]4[CH2:48][CH2:47][CH2:46][CH2:45]4)[CH2:40][CH2:39]3)=[O:37])=[N:34][CH:35]=2)C=CC=1Cl.[F:50][C:51]1[C:56]([C:57]([F:60])([F:59])[F:58])=[CH:55][CH:54]=[CH:53][C:52]=1B(O)O.C(=O)([O-])[O-].[Na+].[Na+]. (3) Given the product [O:1]1[C:5]2[CH:6]=[CH:7][C:8]([C:10]3([C:13]([NH:15][C:16]4[CH:17]=[C:18]5[C:22](=[C:23]([C:25]([OH:27])=[O:26])[CH:24]=4)[NH:21][C:20]([C:29]([CH3:32])([CH3:31])[CH3:30])=[CH:19]5)=[O:14])[CH2:12][CH2:11]3)=[CH:9][C:4]=2[O:3][CH2:2]1, predict the reactants needed to synthesize it. The reactants are: [O:1]1[C:5]2[CH:6]=[CH:7][C:8]([C:10]3([C:13]([NH:15][C:16]4[CH:17]=[C:18]5[C:22](=[C:23]([C:25]([O:27]C)=[O:26])[CH:24]=4)[NH:21][C:20]([C:29]([CH3:32])([CH3:31])[CH3:30])=[CH:19]5)=[O:14])[CH2:12][CH2:11]3)=[CH:9][C:4]=2[O:3][CH2:2]1.[OH-].[Li+].Cl. (4) Given the product [CH3:1][O:2][C:3]1[CH:4]=[CH:5][C:6]([C@H:9]2[CH2:11][C@@H:10]2[CH2:12][O:13][C:14]2[C:19]([C:20]3[CH:28]=[CH:27][C:23]([C:24]4[O:25][N:55]=[C:53]([CH3:54])[N:52]=4)=[CH:22][CH:21]=3)=[CH:18][N:17]=[C:16]([CH3:29])[N:15]=2)=[N:7][CH:8]=1, predict the reactants needed to synthesize it. The reactants are: [CH3:1][O:2][C:3]1[CH:4]=[CH:5][C:6]([C@H:9]2[CH2:11][C@@H:10]2[CH2:12][O:13][C:14]2[C:19]([C:20]3[CH:28]=[CH:27][C:23]([C:24](O)=[O:25])=[CH:22][CH:21]=3)=[CH:18][N:17]=[C:16]([CH3:29])[N:15]=2)=[N:7][CH:8]=1.C1C=CC2N(O)N=NC=2C=1.CCN=C=NCCCN(C)C.O[NH:52][C:53](=[NH:55])[CH3:54].